Dataset: Forward reaction prediction with 1.9M reactions from USPTO patents (1976-2016). Task: Predict the product of the given reaction. (1) The product is: [Br:12][C:13]1[CH:14]=[C:15]([S:22]([N:25]2[CH2:26][CH2:27][N:28]([C:31]([O:33][C:34]([CH3:37])([CH3:36])[CH3:35])=[O:32])[CH2:29][CH2:30]2)(=[O:23])=[O:24])[CH:16]=[C:17]([O:11][C:6]2[CH:7]=[C:8]([CH3:10])[CH:9]=[C:4]([CH3:3])[CH:5]=2)[CH:18]=1. Given the reactants [H-].[Na+].[CH3:3][C:4]1[CH:5]=[C:6]([OH:11])[CH:7]=[C:8]([CH3:10])[CH:9]=1.[Br:12][C:13]1[CH:14]=[C:15]([S:22]([N:25]2[CH2:30][CH2:29][N:28]([C:31]([O:33][C:34]([CH3:37])([CH3:36])[CH3:35])=[O:32])[CH2:27][CH2:26]2)(=[O:24])=[O:23])[CH:16]=[C:17]([N+]([O-])=O)[CH:18]=1, predict the reaction product. (2) Given the reactants I[C:2]1[CH:7]=[CH:6][N:5]=[CH:4][CH:3]=1.[Li]CCCC.CCCCCC.[CH3:19][O:20][C:21]1[CH:26]=[CH:25][C:24]([C:27]2[CH:28]=[CH:29][C:30]([C:33](=[O:35])[CH3:34])=[N:31][CH:32]=2)=[CH:23][CH:22]=1, predict the reaction product. The product is: [CH3:19][O:20][C:21]1[CH:22]=[CH:23][C:24]([C:27]2[CH:28]=[CH:29][C:30]([C:33]([C:2]3[CH:7]=[CH:6][N:5]=[CH:4][CH:3]=3)([OH:35])[CH3:34])=[N:31][CH:32]=2)=[CH:25][CH:26]=1. (3) Given the reactants B(Cl)(Cl)Cl.C([O:12][C:13]1[CH:18]=[C:17]([O:19]CC2C=CC=CC=2)[C:16]([Br:27])=[CH:15][C:14]=1[C:28]1[C:32]([C:33]2[CH:38]=[CH:37][C:36]([O:39][CH3:40])=[CH:35][CH:34]=2)=[C:31]([CH3:41])[O:30][N:29]=1)C1C=CC=CC=1, predict the reaction product. The product is: [Br:27][C:16]1[CH:15]=[C:14]([C:28]2[C:32]([C:33]3[CH:34]=[CH:35][C:36]([O:39][CH3:40])=[CH:37][CH:38]=3)=[C:31]([CH3:41])[O:30][N:29]=2)[C:13]([OH:12])=[CH:18][C:17]=1[OH:19]. (4) Given the reactants CN(C)C=O.F[C:7]1[CH:15]=[CH:14][C:10]([C:11]([OH:13])=[O:12])=[CH:9][C:8]=1[C:16]([F:19])([F:18])[F:17].[H-].[Na+].Cl.[CH:23]([OH:26])([CH3:25])[CH3:24], predict the reaction product. The product is: [CH:23]([O:26][C:7]1[CH:15]=[CH:14][C:10]([C:11]([OH:13])=[O:12])=[CH:9][C:8]=1[C:16]([F:19])([F:18])[F:17])([CH3:25])[CH3:24]. (5) Given the reactants [C:1]([C:5]1([C:8]2[CH:13]=[CH:12][C:11]([C:14]3[CH:19]=[CH:18][C:17]([O:20][C:21]([F:24])([F:23])[F:22])=[CH:16][CH:15]=3)=[CH:10][N:9]=2)[CH2:7][O:6]1)([CH3:4])([CH3:3])[CH3:2].[NH:25]1[CH:29]=[N:28][N:27]=[N:26]1.C([O-])([O-])=O.[K+].[K+].O, predict the reaction product. The product is: [CH3:2][C:1]([CH3:4])([CH3:3])[C:5]([C:8]1[CH:13]=[CH:12][C:11]([C:14]2[CH:15]=[CH:16][C:17]([O:20][C:21]([F:24])([F:23])[F:22])=[CH:18][CH:19]=2)=[CH:10][N:9]=1)([OH:6])[CH2:7][N:25]1[CH:29]=[N:28][N:27]=[N:26]1. (6) Given the reactants [CH2:1]([O:3][C:4]([C@H:6]1[C@H:10]([C:11](O)=[O:12])[CH2:9][N:8]([C:14]([O:16][C:17]([CH3:20])([CH3:19])[CH3:18])=[O:15])[CH2:7]1)=[O:5])[CH3:2].CSC.B.CO, predict the reaction product. The product is: [CH2:1]([O:3][C:4]([C@H:6]1[C@H:10]([CH2:11][OH:12])[CH2:9][N:8]([C:14]([O:16][C:17]([CH3:18])([CH3:20])[CH3:19])=[O:15])[CH2:7]1)=[O:5])[CH3:2]. (7) Given the reactants [NH2:1][CH:2]([C:5]1[N:10]([CH2:11][C:12]2[CH:17]=[CH:16][CH:15]=[CH:14][CH:13]=2)[C:9](=[O:18])[C:8]2=[CH:19][CH:20]=[CH:21][N:7]2[N:6]=1)[CH2:3][CH3:4].[C:22]([O:26][C:27](=[O:33])[NH:28][CH2:29][CH2:30][CH:31]=O)([CH3:25])([CH3:24])[CH3:23].[BH-](OC(C)=O)(OC(C)=O)OC(C)=O.[Na+], predict the reaction product. The product is: [C:22]([O:26][C:27](=[O:33])[NH:28][CH2:29][CH2:30][CH2:31][NH:1][CH:2]([C:5]1[N:10]([CH2:11][C:12]2[CH:13]=[CH:14][CH:15]=[CH:16][CH:17]=2)[C:9](=[O:18])[C:8]2=[CH:19][CH:20]=[CH:21][N:7]2[N:6]=1)[CH2:3][CH3:4])([CH3:25])([CH3:24])[CH3:23]. (8) Given the reactants [CH3:1][O:2][C:3](=[O:18])[CH:4]([NH:10][C:11]([O:13][C:14]([CH3:17])([CH3:16])[CH3:15])=[O:12])[CH2:5][O:6][CH2:7][CH:8]=C.C(Cl)Cl.[CH3:22][OH:23], predict the reaction product. The product is: [CH3:1][O:2][C:3]([CH:4]1[CH2:5][O:6][CH2:7][CH:8]([O:23][CH3:22])[N:10]1[C:11]([O:13][C:14]([CH3:17])([CH3:16])[CH3:15])=[O:12])=[O:18]. (9) Given the reactants BrC1C([C@@H](N[C:20](=[O:38])[CH2:21][N:22]2[C:30]3[C:29]([F:32])([F:31])[CH2:28][CH2:27][C:26](F)(F)[C:25]=3[C:24]([CH:35]([F:37])[F:36])=[N:23]2)CC2C=C(F)C=C(F)C=2)=NC=C(Br)C=1.[NH2:39][C:40]1[C:48]2[C:43](=[C:44]([C:50]3[CH:51]=[CH:52][C:53]([C:67]#[C:68][C:69]([CH3:72])([OH:71])[CH3:70])=[N:54][C:55]=3[C@@H:56]([NH2:66])[CH2:57][C:58]3[CH:63]=[C:62]([F:64])[CH:61]=[C:60]([F:65])[CH:59]=3)[CH:45]=[CH:46][C:47]=2[CH3:49])[N:42]([CH3:73])[N:41]=1.FC(F)C1C2[C@H]3C[C@H]3C(F)(F)C=2N(CC(O)=O)N=1, predict the reaction product. The product is: [NH2:39][C:40]1[C:48]2[C:43](=[C:44]([C:50]3[C:55]([C@@H:56]([NH:66][C:20](=[O:38])[CH2:21][N:22]4[C:30]5[C:29]([F:31])([F:32])[C@@H:28]6[CH2:27][C@@H:26]6[C:25]=5[C:24]([CH:35]([F:36])[F:37])=[N:23]4)[CH2:57][C:58]4[CH:63]=[C:62]([F:64])[CH:61]=[C:60]([F:65])[CH:59]=4)=[N:54][C:53]([C:67]#[C:68][C:69]([OH:71])([CH3:70])[CH3:72])=[CH:52][CH:51]=3)[CH:45]=[CH:46][C:47]=2[CH3:49])[N:42]([CH3:73])[N:41]=1.